This data is from Retrosynthesis with 50K atom-mapped reactions and 10 reaction types from USPTO. The task is: Predict the reactants needed to synthesize the given product. (1) Given the product N[C@H]1CC[C@H](CCN2CCCC2)CC1, predict the reactants needed to synthesize it. The reactants are: CC(C)(C)OC(=O)N[C@H]1CC[C@H](CCN2CCCC2)CC1. (2) Given the product CC(C)(C)OC(=O)Nc1ccc(F)cc1F, predict the reactants needed to synthesize it. The reactants are: CC(C)(C)OC(=O)OC(=O)OC(C)(C)C.Nc1ccc(F)cc1F. (3) Given the product C=CCNc1cc(C(=O)OC(C)(C)C)cc(COC)n1, predict the reactants needed to synthesize it. The reactants are: C=CCN.COCc1cc(C(=O)OC(C)(C)C)cc(Cl)n1. (4) Given the product COC(=O)c1cc(Br)cc(C(=O)O)c1, predict the reactants needed to synthesize it. The reactants are: COC(=O)c1cc(Br)cc(C(=O)OC)c1. (5) The reactants are: CC(C)(C)c1ccc(S(=O)(=O)N2Cc3ccc(C(F)(F)F)nc3Nc3ccc(-c4n[nH]c(=O)o4)cc32)cc1.CI. Given the product Cn1nc(-c2ccc3c(c2)N(S(=O)(=O)c2ccc(C(C)(C)C)cc2)Cc2ccc(C(F)(F)F)nc2N3)oc1=O, predict the reactants needed to synthesize it. (6) Given the product CC1CCC(C(=O)N(C)C)=C2NC=C(C(N)=O)C(=O)N21, predict the reactants needed to synthesize it. The reactants are: CCOC(=O)C1=CNC2=C(C(=O)N(C)C)CCC(C)N2C1=O.N.